This data is from Full USPTO retrosynthesis dataset with 1.9M reactions from patents (1976-2016). The task is: Predict the reactants needed to synthesize the given product. Given the product [Cl:1][C:2]1[C:7]([C:8]([NH2:9])=[O:27])=[CH:6][C:5]([C:10]2[CH:11]=[CH:12][C:13]([O:16][CH3:17])=[CH:14][CH:15]=2)=[C:4]([C:18]2[CH:23]=[CH:22][C:21]([O:24][CH3:25])=[CH:20][CH:19]=2)[N:3]=1, predict the reactants needed to synthesize it. The reactants are: [Cl:1][C:2]1[C:7]([C:8]#[N:9])=[CH:6][C:5]([C:10]2[CH:15]=[CH:14][C:13]([O:16][CH3:17])=[CH:12][CH:11]=2)=[C:4]([C:18]2[CH:23]=[CH:22][C:21]([O:24][CH3:25])=[CH:20][CH:19]=2)[N:3]=1.C([O-])([O-])=[O:27].[K+].[K+].OO.Cl.